Predict the product of the given reaction. From a dataset of Forward reaction prediction with 1.9M reactions from USPTO patents (1976-2016). (1) Given the reactants N[C:2]1[CH:7]=[CH:6][C:5]([N:8]2[CH2:12][CH2:11][C@@H:10]([NH:13][C:14]3[N:19]=[CH:18][C:17](/[CH:20]=[CH:21]/[C:22]([O:24][CH2:25][CH3:26])=[O:23])=[CH:16][CH:15]=3)[CH2:9]2)=[CH:4][CH:3]=1.[PH2](=O)O.N([O-])=O.[Na+].C([O-])(O)=O.[Na+], predict the reaction product. The product is: [C:5]1([N:8]2[CH2:12][CH2:11][C@@H:10]([NH:13][C:14]3[N:19]=[CH:18][C:17](/[CH:20]=[CH:21]/[C:22]([O:24][CH2:25][CH3:26])=[O:23])=[CH:16][CH:15]=3)[CH2:9]2)[CH:4]=[CH:3][CH:2]=[CH:7][CH:6]=1. (2) Given the reactants O[CH2:2][CH2:3][N:4]1[CH2:9][CH2:8][N:7]([C:10]2[CH:15]=[CH:14][C:13]([N+:16]([O-:18])=[O:17])=[CH:12][CH:11]=2)[CH2:6][CH2:5]1.[ClH:19], predict the reaction product. The product is: [Cl:19][CH2:2][CH2:3][N:4]1[CH2:9][CH2:8][N:7]([C:10]2[CH:15]=[CH:14][C:13]([N+:16]([O-:18])=[O:17])=[CH:12][CH:11]=2)[CH2:6][CH2:5]1. (3) Given the reactants Cl[C:2]1[N:7]=[C:6]([NH:8][CH3:9])[CH:5]=[C:4]([CH2:10][O:11][CH2:12][C:13]([F:16])([F:15])[F:14])[N:3]=1.[CH3:17][O:18][C:19]1[CH:20]=[C:21]([CH:23]=[CH:24][C:25]=1[C:26]1[CH:31]=[C:30]([CH3:32])[N:29]=[N:28][CH:27]=1)[NH2:22].[Cs].C1(P(C2CCCCC2)C2C=CC=CC=2C2C=CC=CC=2)CCCCC1, predict the reaction product. The product is: [CH3:17][O:18][C:19]1[CH:20]=[C:21]([NH:22][C:2]2[N:7]=[C:6]([NH:8][CH3:9])[CH:5]=[C:4]([CH2:10][O:11][CH2:12][C:13]([F:16])([F:15])[F:14])[N:3]=2)[CH:23]=[CH:24][C:25]=1[C:26]1[CH:31]=[C:30]([CH3:32])[N:29]=[N:28][CH:27]=1. (4) The product is: [Br:1][C:2]1[CH:3]=[CH:4][C:5]([O:11][CH:12]([F:14])[F:13])=[C:6]([CH2:8][CH2:9][F:21])[CH:7]=1. Given the reactants [Br:1][C:2]1[CH:3]=[CH:4][C:5]([O:11][CH:12]([F:14])[F:13])=[C:6]([CH2:8][CH2:9]O)[CH:7]=1.CCN(S(F)(F)[F:21])CC, predict the reaction product. (5) Given the reactants [CH2:1]([N:8]1[C:17]2[C:12](=[C:13]([OH:27])[C:14]([C:24]([OH:26])=O)=[N:15][C:16]=2[C:18]2[CH:19]=[N:20][CH:21]=[CH:22][CH:23]=2)[CH:11]=[C:10]([C:28]2[CH:33]=[CH:32][CH:31]=[CH:30][CH:29]=2)[C:9]1=[O:34])[C:2]1[CH:7]=[CH:6][CH:5]=[CH:4][CH:3]=1.C1C=CC2N(O)N=NC=2C=1.C(Cl)CCl.Cl.[CH2:50]([O:52][C:53]([C:55]1([NH2:58])[CH2:57][CH2:56]1)=[O:54])[CH3:51].CCN(C(C)C)C(C)C, predict the reaction product. The product is: [CH2:50]([O:52][C:53]([C:55]1([NH:58][C:24]([C:14]2[C:13]([OH:27])=[C:12]3[C:17](=[C:16]([C:18]4[CH:19]=[N:20][CH:21]=[CH:22][CH:23]=4)[N:15]=2)[N:8]([CH2:1][C:2]2[CH:3]=[CH:4][CH:5]=[CH:6][CH:7]=2)[C:9](=[O:34])[C:10]([C:28]2[CH:33]=[CH:32][CH:31]=[CH:30][CH:29]=2)=[CH:11]3)=[O:26])[CH2:57][CH2:56]1)=[O:54])[CH3:51]. (6) Given the reactants [Cl:1][C:2]1[C:16]([Cl:17])=[CH:15][C:5]2[NH:6][C:7]([C:9](=[O:14])[C:10]([F:13])([F:12])[F:11])=[N:8][C:4]=2[CH:3]=1.[CH2:18](Br)[CH:19]=[CH:20][C:21]1[CH:26]=[CH:25][CH:24]=[CH:23][CH:22]=1.[In].Cl, predict the reaction product. The product is: [Cl:17][C:16]1[C:2]([Cl:1])=[CH:3][C:4]2[NH:8][C:7]([C:9]([OH:14])([CH:20]([C:21]3[CH:26]=[CH:25][CH:24]=[CH:23][CH:22]=3)[CH:19]=[CH2:18])[C:10]([F:13])([F:11])[F:12])=[N:6][C:5]=2[CH:15]=1. (7) Given the reactants [CH2:1]([O:3][C:4](=[O:30])[CH2:5][CH2:6][S:7][C:8]1[S:12][C:11]([NH:13][C:14]([N:16]([C@H:23]2[CH2:28][CH2:27][C@H:26]([CH3:29])[CH2:25][CH2:24]2)[CH:17]2[CH2:22][CH2:21][NH:20][CH2:19][CH2:18]2)=[O:15])=[N:10][CH:9]=1)[CH3:2].[CH3:31][N:32]([CH3:36])[C:33](Cl)=[O:34], predict the reaction product. The product is: [CH2:1]([O:3][C:4](=[O:30])[CH2:5][CH2:6][S:7][C:8]1[S:12][C:11]([NH:13][C:14]([N:16]([CH:17]2[CH2:22][CH2:21][N:20]([C:33](=[O:34])[N:32]([CH3:36])[CH3:31])[CH2:19][CH2:18]2)[C@H:23]2[CH2:28][CH2:27][C@H:26]([CH3:29])[CH2:25][CH2:24]2)=[O:15])=[N:10][CH:9]=1)[CH3:2].[CH3:31][N:32]([CH3:36])[C:33]([N:20]1[CH2:19][CH2:18][CH:17]([N:16]([C@H:23]2[CH2:28][CH2:27][C@H:26]([CH3:29])[CH2:25][CH2:24]2)[C:14](=[O:15])[NH:13][C:11]2[S:12][C:8]([S:7][CH2:6][CH2:5][C:4]([OH:3])=[O:30])=[CH:9][N:10]=2)[CH2:22][CH2:21]1)=[O:34].